From a dataset of Reaction yield outcomes from USPTO patents with 853,638 reactions. Predict the reaction yield, written as a fraction of the theoretical maximum amount of product (1.0 means a 100% yield; for example, 0.34 means a 34% yield). (1) The reactants are Br[C:2]1[C:7](=[O:8])[N:6]([CH2:9][C:10]2[CH:15]=[CH:14][C:13]([C:16]3[C:17]([C:22]#[N:23])=[CH:18][CH:19]=[CH:20][CH:21]=3)=[CH:12][CH:11]=2)[C:5]([CH2:24][CH2:25][CH3:26])=[N:4][C:3]=1[CH2:27][CH3:28].[CH3:29][O:30][C:31]1[CH:32]=[C:33]([OH:37])[CH:34]=[CH:35][CH:36]=1.[OH-].[K+].CS(C)=O. The catalyst is C(OCC)(=O)C. The product is [CH2:27]([C:3]1[N:4]=[C:5]([CH2:24][CH2:25][CH3:26])[N:6]([CH2:9][C:10]2[CH:15]=[CH:14][C:13]([C:16]3[C:17]([C:22]#[N:23])=[CH:18][CH:19]=[CH:20][CH:21]=3)=[CH:12][CH:11]=2)[C:7](=[O:8])[C:2]=1[O:37][C:33]1[CH:34]=[CH:35][CH:36]=[C:31]([O:30][CH3:29])[CH:32]=1)[CH3:28]. The yield is 0.510. (2) The reactants are [NH2:1][C:2]1[CH:36]=[CH:35][C:5]([C:6]([NH:8][C:9]2[CH:14]=[C:13]([C:15]3[C:16]([O:21][CH2:22][C:23]4[CH:28]=[CH:27][CH:26]=[CH:25][CH:24]=4)=[N:17][CH:18]=[CH:19][CH:20]=3)[CH:12]=[C:11]([C:29]([CH3:32])([CH3:31])[CH3:30])[C:10]=2[O:33][CH3:34])=[O:7])=[CH:4][C:3]=1[F:37].O.[F:39][C:40]([F:44])([F:43])[CH:41]=O.C([BH3-])#N.[Na+].C([O-])(O)=O.[Na+]. The catalyst is C(O)(C(F)(F)F)=O.O.CCOC(C)=O. The product is [CH2:22]([O:21][C:16]1[C:15]([C:13]2[CH:12]=[C:11]([C:29]([CH3:31])([CH3:32])[CH3:30])[C:10]([O:33][CH3:34])=[C:9]([NH:8][C:6](=[O:7])[C:5]3[CH:35]=[CH:36][C:2]([NH:1][CH2:41][C:40]([F:44])([F:43])[F:39])=[C:3]([F:37])[CH:4]=3)[CH:14]=2)=[CH:20][CH:19]=[CH:18][N:17]=1)[C:23]1[CH:28]=[CH:27][CH:26]=[CH:25][CH:24]=1. The yield is 0.380.